From a dataset of Full USPTO retrosynthesis dataset with 1.9M reactions from patents (1976-2016). Predict the reactants needed to synthesize the given product. Given the product [C:22]([Si:19]([C:15]([CH3:18])([CH3:17])[CH3:16])([F:21])[F:20])([CH3:25])([CH3:24])[CH3:23].[C:11]([SiH:5]([C:1]([CH3:2])([CH3:3])[CH3:4])[CH2:7][C:9]([O:28][CH2:26][CH3:27])=[CH2:15])([CH3:12])([CH3:13])[CH3:14], predict the reactants needed to synthesize it. The reactants are: [C:1]([Si:5]([C:11]([CH3:14])([CH3:13])[CH3:12])([C:7](O)([CH3:9])C)C)([CH3:4])([CH3:3])[CH3:2].[C:15]([Si:19]([C:22]([CH3:25])([CH3:24])[CH3:23])([F:21])[F:20])([CH3:18])([CH3:17])[CH3:16].[CH2:26]([O:28]C=C[Li])[CH3:27].C[Li].